From a dataset of Aqueous solubility values for 9,982 compounds from the AqSolDB database. Regression/Classification. Given a drug SMILES string, predict its absorption, distribution, metabolism, or excretion properties. Task type varies by dataset: regression for continuous measurements (e.g., permeability, clearance, half-life) or binary classification for categorical outcomes (e.g., BBB penetration, CYP inhibition). For this dataset (solubility_aqsoldb), we predict Y. The compound is CCOC(=O)c1ccnc(C(=O)OCC)c1. The Y is -1.22 log mol/L.